From a dataset of Full USPTO retrosynthesis dataset with 1.9M reactions from patents (1976-2016). Predict the reactants needed to synthesize the given product. (1) The reactants are: [C:1]([C:3]1[CH:4]=[C:5]([CH:9]=[CH:10][CH:11]=1)[C:6]([OH:8])=[O:7])#[N:2].[CH3:12][Si](C=[N+]=[N-])(C)C. Given the product [C:1]([C:3]1[CH:4]=[C:5]([CH:9]=[CH:10][CH:11]=1)[C:6]([O:8][CH3:12])=[O:7])#[N:2], predict the reactants needed to synthesize it. (2) Given the product [Br:1][C:2]1[CH:3]=[C:4]2[C:9](=[CH:10][CH:11]=1)[N:8]=[N:7][CH:6]=[CH:5]2, predict the reactants needed to synthesize it. The reactants are: [Br:1][C:2]1[CH:3]=[C:4]2[C:9](=[CH:10][CH:11]=1)[N:8]=[N:7][CH:6]=[C:5]2NN.C([O-])(O)=O.[Na+]. (3) The reactants are: [CH3:1][C:2]1[C:6]([CH3:7])=[C:5]([C:8]([OH:10])=O)[NH:4][N:3]=1.[C:11](Cl)(=[O:16])[O:12][CH:13]([CH3:15])[CH3:14].Cl.[F:19][C:20]1[CH:25]=[CH:24][C:23]([C:26]2[NH:35][C:29]3=[N:30][CH:31]=[C:32]([NH2:34])[CH:33]=[C:28]3[CH:27]=2)=[CH:22][CH:21]=1. Given the product [CH3:7][C:6]1[C:5]([C:8]([NH:34][C:32]2[CH:33]=[C:28]3[CH:27]=[C:26]([C:23]4[CH:22]=[CH:21][C:20]([F:19])=[CH:25][CH:24]=4)[N:35]([C:11]([O:12][CH:13]([CH3:15])[CH3:14])=[O:16])[C:29]3=[N:30][CH:31]=2)=[O:10])=[N:4][NH:3][C:2]=1[CH3:1], predict the reactants needed to synthesize it. (4) Given the product [Br:8][C:5]1[CH:6]=[CH:7][C:2]2[N:1]=[C:19]([C:18]([Cl:25])([Cl:24])[Cl:17])[N:9]([C:10]3[CH:15]=[CH:14][N:13]=[C:12]([NH2:16])[N:11]=3)[C:3]=2[CH:4]=1, predict the reactants needed to synthesize it. The reactants are: [NH2:1][C:2]1[CH:7]=[CH:6][C:5]([Br:8])=[CH:4][C:3]=1[NH:9][C:10]1[CH:15]=[CH:14][N:13]=[C:12]([NH2:16])[N:11]=1.[Cl:17][C:18]([Cl:25])([Cl:24])[CH2:19]C(=N)OC. (5) Given the product [CH3:34][O:33][C:31](=[O:32])[CH2:30][C:26]1[CH:27]=[CH:28][CH:29]=[C:24]([CH2:23][N:18]([CH2:17][CH2:16][CH2:15][N:14]2[C:10]3[C:9]4[CH:8]=[CH:7][CH:6]=[CH:5][C:4]=4[N:3]=[C:2]([NH2:1])[C:11]=3[N:12]=[C:13]2[CH2:35][O:36][CH2:37][CH3:38])[C:19](=[O:22])[CH2:20][N:40]([CH3:41])[CH3:39])[CH:25]=1, predict the reactants needed to synthesize it. The reactants are: [NH2:1][C:2]1[C:11]2[N:12]=[C:13]([CH2:35][O:36][CH2:37][CH3:38])[N:14]([CH2:15][CH2:16][CH2:17][N:18]([CH2:23][C:24]3[CH:25]=[C:26]([CH2:30][C:31]([O:33][CH3:34])=[O:32])[CH:27]=[CH:28][CH:29]=3)[C:19](=[O:22])[CH2:20]Cl)[C:10]=2[C:9]2[CH:8]=[CH:7][CH:6]=[CH:5][C:4]=2[N:3]=1.[CH3:39][NH:40][CH3:41].